From a dataset of Full USPTO retrosynthesis dataset with 1.9M reactions from patents (1976-2016). Predict the reactants needed to synthesize the given product. (1) The reactants are: [CH:1]1([N:4]([CH:32]2[CH2:34][CH2:33]2)[C:5]([C:7]2[N:29]([CH2:30][CH3:31])[C:10]3=[N:11][C:12]([NH:19][C:20]4[CH:24]=[C:23]([C:25](O)=[O:26])[N:22]([CH3:28])[N:21]=4)=[C:13]4[N:17]=[CH:16][N:15]([CH3:18])[C:14]4=[C:9]3[CH:8]=2)=[O:6])[CH2:3][CH2:2]1.[CH3:35][N:36](C(ON1N=NC2C=CC=NC1=2)=[N+](C)C)[CH3:37].F[P-](F)(F)(F)(F)F.CNC.C1COCC1. Given the product [CH:32]1([N:4]([CH:1]2[CH2:3][CH2:2]2)[C:5]([C:7]2[N:29]([CH2:30][CH3:31])[C:10]3=[N:11][C:12]([NH:19][C:20]4[CH:24]=[C:23]([C:25](=[O:26])[N:36]([CH3:37])[CH3:35])[N:22]([CH3:28])[N:21]=4)=[C:13]4[N:17]=[CH:16][N:15]([CH3:18])[C:14]4=[C:9]3[CH:8]=2)=[O:6])[CH2:33][CH2:34]1, predict the reactants needed to synthesize it. (2) Given the product [F:37][C:33]([F:38])([C:32]([F:40])([F:39])[F:31])[CH2:34][CH2:35][N:19]1[CH2:20][C@@H:21]([C:22]2[CH:23]=[CH:24][CH:25]=[CH:26][CH:27]=2)[C@H:17]([NH:16][C:14]([NH:13][C:12]2[N:8]([C:2]3[CH:7]=[CH:6][CH:5]=[CH:4][CH:3]=3)[N:9]=[C:10]3[CH2:30][CH2:29][CH2:28][C:11]=23)=[O:15])[CH2:18]1, predict the reactants needed to synthesize it. The reactants are: Cl.[C:2]1([N:8]2[C:12]([NH:13][C:14]([NH:16][C@H:17]3[C@H:21]([C:22]4[CH:27]=[CH:26][CH:25]=[CH:24][CH:23]=4)[CH2:20][NH:19][CH2:18]3)=[O:15])=[C:11]3[CH2:28][CH2:29][CH2:30][C:10]3=[N:9]2)[CH:7]=[CH:6][CH:5]=[CH:4][CH:3]=1.[F:31][C:32]([F:40])([F:39])[C:33]([F:38])([F:37])[CH2:34][CH2:35]I.CCN(C(C)C)C(C)C. (3) Given the product [Cl:1][C:2]1[C:3]2[C:10]([I:11])=[CH:9][N:8]([C@H:12]3[CH2:17][CH2:16][C@@H:15]([N:23]4[CH2:24][CH2:25][N:20]([CH3:19])[CH2:21][CH2:22]4)[CH2:14][CH2:13]3)[C:4]=2[N:5]=[CH:6][N:7]=1.[Cl:1][C:2]1[C:3]2[C:10]([I:11])=[CH:9][N:8]([C@H:12]3[CH2:17][CH2:16][C@H:15]([N:23]4[CH2:24][CH2:25][N:20]([CH3:19])[CH2:21][CH2:22]4)[CH2:14][CH2:13]3)[C:4]=2[N:5]=[CH:6][N:7]=1, predict the reactants needed to synthesize it. The reactants are: [Cl:1][C:2]1[C:3]2[C:10]([I:11])=[CH:9][N:8]([CH:12]3[CH2:17][CH2:16][C:15](=O)[CH2:14][CH2:13]3)[C:4]=2[N:5]=[CH:6][N:7]=1.[CH3:19][N:20]1[CH2:25][CH2:24][NH:23][CH2:22][CH2:21]1.C(O)(=O)C.C(O[BH-](OC(=O)C)OC(=O)C)(=O)C.[Na+].C(=O)(O)[O-].[Na+]. (4) Given the product [ClH:22].[ClH:34].[NH2:3][C:4]1[N:9]=[CH:8][N:7]=[C:6]2[N:10]([CH:14]([C:16]3[C:17]([O:32][CH3:33])=[C:18]([C:24]4[CH:29]=[CH:28][N:27]=[C:36]([C:35]([OH:1])=[O:37])[CH:25]=4)[C:19]([CH3:23])=[C:20]([Cl:22])[CH:21]=3)[CH3:15])[N:11]=[C:12]([CH3:13])[C:5]=12, predict the reactants needed to synthesize it. The reactants are: [OH-:1].[Na+].[NH2:3][C:4]1[N:9]=[CH:8][N:7]=[C:6]2[N:10]([CH:14]([C:16]3[C:17]([O:32][CH3:33])=[C:18]([C:24]4[CH:29]=[CH:28][N:27]=C(C#N)[CH:25]=4)[C:19]([CH3:23])=[C:20]([Cl:22])[CH:21]=3)[CH3:15])[N:11]=[C:12]([CH3:13])[C:5]=12.[ClH:34].[CH2:35]([OH:37])[CH3:36]. (5) Given the product [CH3:17][O:18][C:19](=[O:27])[CH2:20][O:21][CH2:22][C:23]#[C:24][CH2:25][N:15]1[C:14](=[O:16])[CH2:13][CH2:12][CH2:11][C@@H:10]1[CH2:9][O:8][CH:6]([O:5][CH2:3][CH3:4])[CH3:7], predict the reactants needed to synthesize it. The reactants are: [H-].[Na+].[CH2:3]([O:5][CH:6]([O:8][CH2:9][C@@H:10]1[NH:15][C:14](=[O:16])[CH2:13][CH2:12][CH2:11]1)[CH3:7])[CH3:4].[CH3:17][O:18][C:19](=[O:27])[CH2:20][O:21][CH2:22][C:23]#[C:24][CH2:25]I.C([O-])(O)=O.[Na+]. (6) Given the product [CH2:4]([CH:3]([O:9][CH2:18][C:15]1[CH:16]=[CH:17][CH:12]=[CH:13][CH:14]=1)[C:2]#[CH:1])[CH2:5][CH2:6][CH2:7][CH3:8], predict the reactants needed to synthesize it. The reactants are: [CH:1]#[C:2][CH:3]([OH:9])[CH2:4][CH2:5][CH2:6][CH2:7][CH3:8].[H-].[Na+].[CH:12]1[CH:17]=[CH:16][C:15]([CH2:18]Br)=[CH:14][CH:13]=1. (7) Given the product [Cl:1][C:2]1[CH:9]=[CH:8][C:7]([N+:10]([O-:12])=[O:11])=[CH:6][C:3]=1[CH2:4][N:14]([CH3:13])[C:25](=[O:26])[O:24][CH2:23][C:20]1[CH:21]=[CH:22][CH:17]=[CH:18][CH:19]=1, predict the reactants needed to synthesize it. The reactants are: [Cl:1][C:2]1[CH:9]=[CH:8][C:7]([N+:10]([O-:12])=[O:11])=[CH:6][C:3]=1[CH:4]=O.[CH3:13][NH2:14].[BH4-].[Na+].[CH:17]1[CH:22]=[CH:21][C:20]([CH2:23][O:24][C:25](Cl)=[O:26])=[CH:19][CH:18]=1. (8) Given the product [CH:23]1([N:22]2[C:21]3[CH:29]=[CH:30][C:31]([C:33]([OH:35])=[O:34])=[CH:32][C:20]=3[N:19]=[C:18]2[C:13]2[CH:14]=[C:15]3[C:10](=[CH:11][CH:12]=2)[N:9]=[C:8]([C:6]2[CH:7]=[CH:2][N:46]=[CH:4][CH:5]=2)[CH:17]=[CH:16]3)[CH2:28][CH2:27][CH2:26][CH2:25][CH2:24]1, predict the reactants needed to synthesize it. The reactants are: Br[C:2]1C=[CH:4][C:5](O)=[C:6]([C:8]2[CH:17]=[CH:16][C:15]3[C:10](=[CH:11][CH:12]=[C:13]([C:18]4[N:22]([CH:23]5[CH2:28][CH2:27][CH2:26][CH2:25][CH2:24]5)[C:21]5[CH:29]=[CH:30][C:31]([C:33]([OH:35])=[O:34])=[CH:32][C:20]=5[N:19]=4)[CH:14]=3)[N:9]=2)[CH:7]=1.C(OC(C1C=CC2[N:46](C3CCCCC3)C(C3C=CC(N)=C(C=O)C=3)=NC=2C=1)=O)C.N1C=CC(C(=O)C)=CC=1.[OH-].[K+]. (9) The reactants are: [Cl:1][C:2]1[C:11]2[C:6](=[C:7]([Cl:12])[CH:8]=[CH:9][CH:10]=2)[C:5]([OH:13])=[CH:4][N:3]=1.[CH2:14]1[CH2:24]CN2C(=NCCC2)C[CH2:15]1.C(Cl)(C)C. Given the product [Cl:1][C:2]1[C:11]2[C:6](=[C:7]([Cl:12])[CH:8]=[CH:9][CH:10]=2)[C:5]([O:13][CH:14]([CH3:24])[CH3:15])=[CH:4][N:3]=1, predict the reactants needed to synthesize it.